Regression/Classification. Given a drug SMILES string, predict its absorption, distribution, metabolism, or excretion properties. Task type varies by dataset: regression for continuous measurements (e.g., permeability, clearance, half-life) or binary classification for categorical outcomes (e.g., BBB penetration, CYP inhibition). Dataset: pampa_ncats. From a dataset of PAMPA (Parallel Artificial Membrane Permeability Assay) permeability data from NCATS. (1) The compound is CC1=CC(=NC=C1)NC(=S)N2CCN(CC2)C3=CC=CC=C3C(F)(F)F. The result is 1 (high permeability). (2) The drug is CC1=CC=CC=C1C(=O)N2CCC3=C2C=CC(=C3)C4=C(SC(=N4)NC(=O)CC5=CC6=C(C=C5)OCO6)C. The result is 1 (high permeability). (3) The compound is CC(C)C1=CC=C(C=C1)S(=O)(=O)C2=CN=C(NC2=O)SCC(=O)NC3=CC4=C(C=C3)OCCO4. The result is 0 (low-to-moderate permeability). (4) The drug is COC1=CC(=C(C=C1)CNC2=CC=C(C=C2)S(=O)(=O)NC3=NC=CS3)O. The result is 0 (low-to-moderate permeability). (5) The drug is CC(=O)C1=CC=C(C=C1)N2CCN(CC2)S(=O)(=O)C3=CC4=C(C=C3)NC(=O)C4. The result is 1 (high permeability). (6) The drug is COC1=CC2=C(C=C1)N(C=C2)CCC(=O)NC3=CC4=C(C=C3)NC(=O)[C@@H]5CCCN5C4=O. The result is 1 (high permeability). (7) The molecule is CC1=CC(=NC=C1)NC2=NC(=CS2)C3=CC(=CC=C3)NC(=O)C. The result is 1 (high permeability). (8) The molecule is CC1=C(C=C(C=C1)N2C(=CC(=C2C)C3=NNC(=NC4CC4)SC3)C)C. The result is 1 (high permeability). (9) The result is 1 (high permeability). The compound is CCC(=O)NC(C1=CC=CS1)C2=CC(=C3C=CC=NC3=C2O)[N+](=O)[O-].